This data is from Reaction yield outcomes from USPTO patents with 853,638 reactions. The task is: Predict the reaction yield, written as a fraction of the theoretical maximum amount of product (1.0 means a 100% yield; for example, 0.34 means a 34% yield). (1) The reactants are [NH2:1][C:2]1[CH:7]=[CH:6][C:5]([C:8]2[S:12][C:11]([C:13]34[CH2:22][CH:17]5[CH2:18][CH:19]([CH2:21][C:15]([C:23]([O:25][CH3:26])=[O:24])([CH2:16]5)[CH2:14]3)[CH2:20]4)=[N:10][CH:9]=2)=[CH:4][CH:3]=1.[N:27]([C:30]1[CH:35]=[CH:34][CH:33]=[C:32]([C:36]([F:39])([F:38])[F:37])[CH:31]=1)=[C:28]=[O:29]. No catalyst specified. The product is [F:37][C:36]([F:38])([F:39])[C:32]1[CH:31]=[C:30]([NH:27][C:28](=[O:29])[NH:1][C:2]2[CH:7]=[CH:6][C:5]([C:8]3[S:12][C:11]([C:13]45[CH2:22][CH:17]6[CH2:18][CH:19]([CH2:21][C:15]([C:23]([O:25][CH3:26])=[O:24])([CH2:16]6)[CH2:14]4)[CH2:20]5)=[N:10][CH:9]=3)=[CH:4][CH:3]=2)[CH:35]=[CH:34][CH:33]=1. The yield is 0.930. (2) The reactants are [C-:1]#[N:2].[Na+].[NH2:4][C:5]1[CH:10]=[CH:9][C:8]([CH3:11])=[CH:7][CH:6]=1.[C:12]1(=O)[CH2:17][CH2:16][CH2:15][CH2:14][CH2:13]1.C(OCC)(=O)C. The catalyst is C(O)(=O)C. The product is [CH3:11][C:8]1[CH:9]=[CH:10][C:5]([NH:4][C:12]2([C:1]#[N:2])[CH2:17][CH2:16][CH2:15][CH2:14][CH2:13]2)=[CH:6][CH:7]=1. The yield is 0.930. (3) The reactants are [Cl:1][C:2]1[N:7]=[CH:6][C:5]([CH2:8][OH:9])=[C:4]([NH:10][CH3:11])[CH:3]=1. The catalyst is C(Cl)Cl.O=[Mn]=O. The product is [Cl:1][C:2]1[CH:3]=[C:4]([NH:10][CH3:11])[C:5]([CH:8]=[O:9])=[CH:6][N:7]=1. The yield is 0.870. (4) The yield is 0.788. The product is [Br-:23].[OH:10][C:9]([C:17]1[CH:22]=[CH:21][CH:20]=[CH:19][CH:18]=1)([C:11]1[CH:12]=[CH:13][CH:14]=[CH:15][CH:16]=1)[C:4]12[CH2:5][CH2:6][N+:1]([CH2:24][CH2:25][O:26][CH2:27][CH2:28][O:29][CH3:30])([CH2:2][CH2:3]1)[CH2:8][CH2:7]2. The catalyst is CC#N. The reactants are [N:1]12[CH2:8][CH2:7][C:4]([C:9]([C:17]3[CH:22]=[CH:21][CH:20]=[CH:19][CH:18]=3)([C:11]3[CH:16]=[CH:15][CH:14]=[CH:13][CH:12]=3)[OH:10])([CH2:5][CH2:6]1)[CH2:3][CH2:2]2.[Br:23][CH2:24][CH2:25][O:26][CH2:27][CH2:28][O:29][CH3:30]. (5) The reactants are [O:1]1[C:5]2[CH:6]=[CH:7][C:8]([C:10]3([C:13]([NH:15][C:16]4[CH:17]=[C:18]5[C:22](=[CH:23][CH:24]=4)[NH:21][CH:20]([C:25]([CH3:28])([CH3:27])[CH3:26])[CH2:19]5)=[O:14])[CH2:12][CH2:11]3)=[CH:9][C:4]=2[O:3][CH2:2]1.O=[CH:30][CH2:31][CH2:32][C:33]([OH:35])=[O:34].[BH3-]C#N.[Na+]. The catalyst is CO.CC(O)=O. The product is [O:1]1[C:5]2[CH:6]=[CH:7][C:8]([C:10]3([C:13]([NH:15][C:16]4[CH:17]=[C:18]5[C:22](=[CH:23][CH:24]=4)[N:21]([CH2:30][CH2:31][CH2:32][C:33]([OH:35])=[O:34])[CH:20]([C:25]([CH3:28])([CH3:27])[CH3:26])[CH2:19]5)=[O:14])[CH2:12][CH2:11]3)=[CH:9][C:4]=2[O:3][CH2:2]1. The yield is 0.300. (6) The reactants are Br[C:2]1[CH:7]=[CH:6][C:5]([C:8]2[C:9]3[C:14]([C:15]([C:22]4[CH:27]=[CH:26][CH:25]=[CH:24][CH:23]=4)=[C:16]4[C:21]=2[CH:20]=[CH:19][CH:18]=[CH:17]4)=[CH:13][CH:12]=[CH:11][CH:10]=3)=[CH:4][CH:3]=1.[CH:28]1[C:36]2[C:35]3[CH:37]=[CH:38][CH:39]=[CH:40][C:34]=3[O:33][C:32]=2[CH:31]=[CH:30][C:29]=1[C:41]1[CH:42]=[CH:43][C:44]2[NH:45][C:46]3[C:51]([C:52]=2[CH:53]=1)=[CH:50][CH:49]=[CH:48][CH:47]=3.CC(C)([O-])C.[Na+].C(P(C(C)(C)C)C(C)(C)C)(C)(C)C. The catalyst is C1C=CC(/C=C/C(/C=C/C2C=CC=CC=2)=O)=CC=1.C1C=CC(/C=C/C(/C=C/C2C=CC=CC=2)=O)=CC=1.[Pd].CCCCCC.C1(C)C=CC=CC=1. The product is [CH:28]1[C:36]2[C:35]3[CH:37]=[CH:38][CH:39]=[CH:40][C:34]=3[O:33][C:32]=2[CH:31]=[CH:30][C:29]=1[C:41]1[CH:42]=[CH:43][C:44]2[N:45]([C:2]3[CH:3]=[CH:4][C:5]([C:8]4[C:21]5[C:16]([C:15]([C:22]6[CH:27]=[CH:26][CH:25]=[CH:24][CH:23]=6)=[C:14]6[C:9]=4[CH:10]=[CH:11][CH:12]=[CH:13]6)=[CH:17][CH:18]=[CH:19][CH:20]=5)=[CH:6][CH:7]=3)[C:46]3[C:51]([C:52]=2[CH:53]=1)=[CH:50][CH:49]=[CH:48][CH:47]=3. The yield is 0.800.